Dataset: Catalyst prediction with 721,799 reactions and 888 catalyst types from USPTO. Task: Predict which catalyst facilitates the given reaction. (1) Reactant: [CH3:1][C:2]1[CH:7]=[CH:6][C:5]([C:8]2[N:9]([C:18]3[CH:23]=[CH:22][C:21]([S:24]([CH3:27])(=[O:26])=[O:25])=[CH:20][CH:19]=3)[CH2:10][C:11](O)([C:13]([F:16])([F:15])[F:14])[N:12]=2)=[CH:4][CH:3]=1.O.C1(C)C=CC(S(O)(=O)=O)=CC=1. Product: [CH3:1][C:2]1[CH:7]=[CH:6][C:5]([C:8]2[N:9]([C:18]3[CH:23]=[CH:22][C:21]([S:24]([CH3:27])(=[O:26])=[O:25])=[CH:20][CH:19]=3)[CH:10]=[C:11]([C:13]([F:15])([F:16])[F:14])[N:12]=2)=[CH:4][CH:3]=1. The catalyst class is: 11. (2) Reactant: [F:1][C:2]([F:40])([F:39])[C:3]1[CH:4]=[C:5]([CH2:13][C:14]([NH:16][CH2:17][C:18]2[CH:23]=[C:22]([C:24]([F:27])([F:26])[F:25])[CH:21]=[CH:20][C:19]=2[C:28]2[CH:33]=[C:32]([CH:34]([CH3:36])[CH3:35])[CH:31]=[CH:30][C:29]=2[O:37][CH3:38])=O)[CH:6]=[C:7]([C:9]([F:12])([F:11])[F:10])[CH:8]=1.Cl.[OH-].[Na+]. Product: [F:1][C:2]([F:39])([F:40])[C:3]1[CH:4]=[C:5]([CH2:13][CH2:14][NH:16][CH2:17][C:18]2[CH:23]=[C:22]([C:24]([F:25])([F:26])[F:27])[CH:21]=[CH:20][C:19]=2[C:28]2[CH:33]=[C:32]([CH:34]([CH3:36])[CH3:35])[CH:31]=[CH:30][C:29]=2[O:37][CH3:38])[CH:6]=[C:7]([C:9]([F:12])([F:10])[F:11])[CH:8]=1. The catalyst class is: 1. (3) Reactant: [NH2:1][C:2]1[C:11]2[N:10]=[CH:9][CH:8]=[CH:7][C:6]=2[C:5]2[CH:12]=[CH:13][C:14]([C:16](O)([CH3:18])[CH3:17])=[CH:15][C:4]=2[N:3]=1.CC1C=CC(S(O)(=O)=O)=CC=1. Product: [CH2:17]=[C:16]([C:14]1[CH:13]=[CH:12][C:5]2=[C:6]3[C:11](=[C:2]([NH2:1])[N:3]=[C:4]2[CH:15]=1)[N:10]=[CH:9][CH:8]=[CH:7]3)[CH3:18]. The catalyst class is: 11. (4) Reactant: [NH2:1][C:2]1[CH:32]=[CH:31][CH:30]=[CH:29][C:3]=1[C:4]([NH:6][C:7]1[CH:12]=[C:11]([C:13]([N:15]2[C:24]3[C:19](=[CH:20][CH:21]=[CH:22][CH:23]=3)[CH2:18][CH2:17][CH2:16]2)=[O:14])[CH:10]=[CH:9][C:8]=1[C:25]([F:28])([F:27])[F:26])=[O:5].Cl[C:34](Cl)([O:36]C(=O)OC(Cl)(Cl)Cl)Cl.C(=O)([O-])O.[Na+]. The catalyst class is: 56. Product: [N:15]1([C:13]([C:11]2[CH:10]=[CH:9][C:8]([C:25]([F:28])([F:26])[F:27])=[C:7]([N:6]3[C:4](=[O:5])[C:3]4[C:2](=[CH:32][CH:31]=[CH:30][CH:29]=4)[NH:1][C:34]3=[O:36])[CH:12]=2)=[O:14])[C:24]2[C:19](=[CH:20][CH:21]=[CH:22][CH:23]=2)[CH2:18][CH2:17][CH2:16]1. (5) Reactant: [NH2:1][C:2]1[CH:12]=[CH:11][C:5]([C:6]([O:8][CH2:9][CH3:10])=[O:7])=[CH:4][CH:3]=1.Cl[C:14]1[CH:19]=[C:18]([O:20][C:21]2[CH:22]=[C:23]([CH3:34])[C:24]([CH3:33])=[N:25][C:26]=2[C:27]2[CH:32]=[CH:31][CH:30]=[CH:29][N:28]=2)[CH:17]=[CH:16][N:15]=1.C([O-])([O-])=O.[Cs+].[Cs+].CC1(C)C2C(=C(P(C3C=CC=CC=3)C3C=CC=CC=3)C=CC=2)OC2C(P(C3C=CC=CC=3)C3C=CC=CC=3)=CC=CC1=2. Product: [CH3:34][C:23]1[CH:22]=[C:21]([O:20][C:18]2[CH:17]=[CH:16][N:15]=[C:14]([NH:1][C:2]3[CH:3]=[CH:4][C:5]([C:6]([O:8][CH2:9][CH3:10])=[O:7])=[CH:11][CH:12]=3)[CH:19]=2)[C:26]([C:27]2[CH:32]=[CH:31][CH:30]=[CH:29][N:28]=2)=[N:25][C:24]=1[CH3:33]. The catalyst class is: 62. (6) Reactant: [CH3:1][C:2]1[CH:3]=[C:4]([CH:13]=O)[N:5]([C:7]2[CH:12]=[CH:11][CH:10]=[CH:9][CH:8]=2)[N:6]=1.C(O)(=O)C.[Cl:19][C:20]1[CH:21]=[C:22]([N:26]2[CH2:31][CH2:30][NH:29][CH2:28][CH2:27]2)[CH:23]=[CH:24][CH:25]=1.C([BH3-])#N.[Na+]. Product: [Cl:19][C:20]1[CH:21]=[C:22]([N:26]2[CH2:31][CH2:30][N:29]([CH2:13][C:4]3[N:5]([C:7]4[CH:12]=[CH:11][CH:10]=[CH:9][CH:8]=4)[N:6]=[C:2]([CH3:1])[CH:3]=3)[CH2:28][CH2:27]2)[CH:23]=[CH:24][CH:25]=1. The catalyst class is: 47. (7) Reactant: S(OS(C(F)(F)F)(=O)=O)(C(F)(F)F)(=O)=O.[C:16]([O:35][CH2:36][C@H:37](O)[CH3:38])([C:29]1[CH:34]=[CH:33][CH:32]=[CH:31][CH:30]=1)([C:23]1[CH:28]=[CH:27][CH:26]=[CH:25][CH:24]=1)[C:17]1[CH:22]=[CH:21][CH:20]=[CH:19][CH:18]=1.C(N(C(C)C)CC)(C)C.Cl.[F:50][CH2:51][C@@H:52]1[CH2:56][CH2:55][NH:54][CH2:53]1.C([O-])(O)=O.[Na+]. Product: [F:50][CH2:51][C@@H:52]1[CH2:56][CH2:55][N:54]([C@@H:37]([CH3:38])[CH2:36][O:35][C:16]([C:23]2[CH:28]=[CH:27][CH:26]=[CH:25][CH:24]=2)([C:17]2[CH:18]=[CH:19][CH:20]=[CH:21][CH:22]=2)[C:29]2[CH:34]=[CH:33][CH:32]=[CH:31][CH:30]=2)[CH2:53]1. The catalyst class is: 34. (8) Reactant: Cl.C(O[C:5](=[NH:14])[C:6]1[CH:11]=[CH:10][C:9]([O:12][CH3:13])=[CH:8][CH:7]=1)C.[CH:15]1([NH2:18])[CH2:17][CH2:16]1. Product: [CH:15]1([NH:18][C:5](=[NH:14])[C:6]2[CH:7]=[CH:8][C:9]([O:12][CH3:13])=[CH:10][CH:11]=2)[CH2:17][CH2:16]1. The catalyst class is: 2. (9) Reactant: [CH:1]([N-]C(C)C)(C)C.[Li+].[O:9]1[C:13]2([CH2:18][CH2:17][CH:16]([C:19]([O:21][CH2:22][CH3:23])=[O:20])[CH2:15][CH2:14]2)[O:12][CH2:11][CH2:10]1.IC. Product: [CH3:1][C:16]1([C:19]([O:21][CH2:22][CH3:23])=[O:20])[CH2:17][CH2:18][C:13]2([O:12][CH2:11][CH2:10][O:9]2)[CH2:14][CH2:15]1. The catalyst class is: 1.